The task is: Regression. Given a peptide amino acid sequence and an MHC pseudo amino acid sequence, predict their binding affinity value. This is MHC class I binding data.. This data is from Peptide-MHC class I binding affinity with 185,985 pairs from IEDB/IMGT. The peptide sequence is VSMMSMYGK. The MHC is HLA-A03:01 with pseudo-sequence HLA-A03:01. The binding affinity (normalized) is 0.748.